Predict the reactants needed to synthesize the given product. From a dataset of Full USPTO retrosynthesis dataset with 1.9M reactions from patents (1976-2016). (1) The reactants are: [CH:1]([C:3]1[CH:4]=[C:5]2[C:10](=[CH:11][CH:12]=1)[N:9]=[CH:8][C:7]([C:13]1[O:14][C:15]([CH3:18])=[CH:16][N:17]=1)=[C:6]2[O:19][CH3:20])=O.[F:21][C:22]1[CH:23]=[C:24]([CH2:28][CH2:29][NH:30][C:31]2[S:32][CH2:33][C:34](=[O:36])[N:35]=2)[CH:25]=[CH:26][CH:27]=1. Given the product [NH:9]1[CH2:10][CH2:5][CH2:6][CH2:7][CH2:8]1.[F:21][C:22]1[CH:23]=[C:24]([CH2:28][CH2:29][NH:30][C:31]2[S:32]/[C:33](=[CH:1]\[C:3]3[CH:4]=[C:5]4[C:10](=[CH:11][CH:12]=3)[N:9]=[CH:8][C:7]([C:13]3[O:14][C:15]([CH3:18])=[CH:16][N:17]=3)=[C:6]4[O:19][CH3:20])/[C:34](=[O:36])[N:35]=2)[CH:25]=[CH:26][CH:27]=1, predict the reactants needed to synthesize it. (2) The reactants are: [C:1]([N:4]1[CH2:9][CH2:8][C:7]([C:13]2[CH:18]=[CH:17][C:16]([NH:19][C:20]([C:22]3[NH:23][CH:24]=[C:25]([C:27]#[N:28])[N:26]=3)=[O:21])=[C:15]([C:29]3[CH2:34][CH2:33][C:32]([CH3:36])([CH3:35])[CH2:31][CH:30]=3)[CH:14]=2)([N:10]=[N+]=[N-])[CH2:6][CH2:5]1)(=[O:3])[CH3:2].[C:37]([OH:40])(=[O:39])[CH3:38]. Given the product [C:37]([OH:40])(=[O:39])[CH3:38].[C:1]([N:4]1[CH2:5][CH2:6][C:7]([C:13]2[CH:18]=[CH:17][C:16]([NH:19][C:20]([C:22]3[NH:23][CH:24]=[C:25]([C:27]#[N:28])[N:26]=3)=[O:21])=[C:15]([C:29]3[CH2:34][CH2:33][C:32]([CH3:36])([CH3:35])[CH2:31][CH:30]=3)[CH:14]=2)([NH2:10])[CH2:8][CH2:9]1)(=[O:3])[CH3:2], predict the reactants needed to synthesize it.